From a dataset of Catalyst prediction with 721,799 reactions and 888 catalyst types from USPTO. Predict which catalyst facilitates the given reaction. (1) Reactant: [CH2:1]([O:8][N:9]1[C:15](=[O:16])[N:14]2[CH2:17][C@H:10]1[CH2:11][CH2:12][C@H:13]2[C:18]([OH:20])=O)[C:2]1[CH:7]=[CH:6][CH:5]=[CH:4][CH:3]=1.[NH2:21][O:22][CH:23]1[CH2:28][CH2:27][O:26][CH2:25][CH2:24]1.ON1C2C=CC=CC=2N=N1.Cl.C(N=C=NCCCN(C)C)C. Product: [CH2:1]([O:8][N:9]1[C:15](=[O:16])[N:14]2[CH2:17][C@H:10]1[CH2:11][CH2:12][C@H:13]2[C:18]([NH:21][O:22][CH:23]1[CH2:28][CH2:27][O:26][CH2:25][CH2:24]1)=[O:20])[C:2]1[CH:3]=[CH:4][CH:5]=[CH:6][CH:7]=1. The catalyst class is: 2. (2) Reactant: Br[C:2]1[N:6]([S:7]([C:10]2[CH:15]=[CH:14][CH:13]=[CH:12][CH:11]=2)(=[O:9])=[O:8])[CH:5]=[C:4]([CH2:16][N:17]([CH3:25])[C:18](=[O:24])[O:19][C:20]([CH3:23])([CH3:22])[CH3:21])[C:3]=1[CH2:26][CH3:27].[C:28]1(B(O)O)[CH:33]=[CH:32][CH:31]=[CH:30][CH:29]=1.C(=O)([O-])[O-].[Na+].[Na+]. Product: [CH2:26]([C:3]1[C:4]([CH2:16][N:17]([CH3:25])[C:18](=[O:24])[O:19][C:20]([CH3:23])([CH3:22])[CH3:21])=[CH:5][N:6]([S:7]([C:10]2[CH:15]=[CH:14][CH:13]=[CH:12][CH:11]=2)(=[O:9])=[O:8])[C:2]=1[C:28]1[CH:33]=[CH:32][CH:31]=[CH:30][CH:29]=1)[CH3:27]. The catalyst class is: 73. (3) Reactant: [Br:1][C:2]1[CH:3]=[CH:4][C:5]([Cl:19])=[C:6]([CH2:8][C:9]2[S:13][C:12]3[CH:14]=[C:15]([OH:18])[CH:16]=[CH:17][C:11]=3[CH:10]=2)[CH:7]=1.I[CH2:21][CH3:22].C(=O)([O-])[O-].[K+].[K+].O. Product: [Br:1][C:2]1[CH:3]=[CH:4][C:5]([Cl:19])=[C:6]([CH2:8][C:9]2[S:13][C:12]3[CH:14]=[C:15]([O:18][CH2:21][CH3:22])[CH:16]=[CH:17][C:11]=3[CH:10]=2)[CH:7]=1. The catalyst class is: 9. (4) The catalyst class is: 7. Product: [NH2:1][C:2]1[CH:10]=[N:9][CH:8]=[CH:7][C:3]=1[CH2:4][OH:5]. Reactant: [NH2:1][C:2]1[CH:10]=[N:9][CH:8]=[CH:7][C:3]=1[C:4](O)=[O:5].[H-].[H-].[H-].[H-].[Li+].[Al+3]. (5) Reactant: [N+:1]([C:4]1[CH:11]=[CH:10][C:7]([CH:8]=O)=[CH:6][CH:5]=1)([O-:3])=[O:2].Cl.[NH:13]1[CH2:16][CH2:15][CH2:14]1.C([BH3-])#N.[Na+]. The catalyst class is: 162. Product: [N:13]1([CH2:8][C:7]2[CH:10]=[CH:11][C:4]([N+:1]([O-:3])=[O:2])=[CH:5][CH:6]=2)[CH2:16][CH2:15][CH2:14]1. (6) Reactant: [Br:1][C:2]1[C:3]([O:22][CH2:23][C:24]#[CH:25])=[N:4][C:5]([NH:8][C:9]2[CH:10]=[C:11]([CH:15]=[C:16]([NH:18][CH2:19][CH2:20][OH:21])[CH:17]=2)[C:12](O)=[O:13])=[N:6][CH:7]=1.C(N(CC)CC)C.[BH4-].[Na+].CO. Product: [Br:1][C:2]1[C:3]([O:22][CH2:23][C:24]#[CH:25])=[N:4][C:5]([NH:8][C:9]2[CH:17]=[C:16]([NH:18][CH2:19][CH2:20][OH:21])[CH:15]=[C:11]([CH2:12][OH:13])[CH:10]=2)=[N:6][CH:7]=1. The catalyst class is: 7. (7) Product: [C:18]([NH:17][C:14]1[CH:15]=[CH:16][C:11]([O:10][C:7]2[N:6]=[C:5]3[C:4](=[CH:9][CH:8]=2)[NH:1][CH:27]([NH:26][C:24](=[O:25])[O:23][CH3:22])[NH:21]3)=[CH:12][CH:13]=1)(=[O:20])[CH3:19]. The catalyst class is: 19. Reactant: [N+:1]([C:4]1[C:5]([NH2:21])=[N:6][C:7]([O:10][C:11]2[CH:16]=[CH:15][C:14]([NH:17][C:18](=[O:20])[CH3:19])=[CH:13][CH:12]=2)=[CH:8][CH:9]=1)([O-])=O.[CH3:22][O:23][C:24]([NH:26][C:27](=NC(OC)=O)SC)=[O:25].CC(O)=O.C([O-])(O)=O.[Na+].